From a dataset of NCI-60 drug combinations with 297,098 pairs across 59 cell lines. Regression. Given two drug SMILES strings and cell line genomic features, predict the synergy score measuring deviation from expected non-interaction effect. (1) Drug 1: CC(C1=C(C=CC(=C1Cl)F)Cl)OC2=C(N=CC(=C2)C3=CN(N=C3)C4CCNCC4)N. Drug 2: CC(C)CN1C=NC2=C1C3=CC=CC=C3N=C2N. Cell line: OVCAR-5. Synergy scores: CSS=7.82, Synergy_ZIP=-1.66, Synergy_Bliss=-1.36, Synergy_Loewe=-4.50, Synergy_HSA=-2.96. (2) Drug 1: CC1CCC2CC(C(=CC=CC=CC(CC(C(=O)C(C(C(=CC(C(=O)CC(OC(=O)C3CCCCN3C(=O)C(=O)C1(O2)O)C(C)CC4CCC(C(C4)OC)O)C)C)O)OC)C)C)C)OC. Drug 2: C(CCl)NC(=O)N(CCCl)N=O. Cell line: HCC-2998. Synergy scores: CSS=13.3, Synergy_ZIP=-1.53, Synergy_Bliss=2.01, Synergy_Loewe=-14.8, Synergy_HSA=-1.21.